From a dataset of Forward reaction prediction with 1.9M reactions from USPTO patents (1976-2016). Predict the product of the given reaction. Given the reactants [NH2:1][C:2]1[C:7]([C:8]([C:10]2[CH:15]=[C:14]([Cl:16])[CH:13]=[CH:12][C:11]=2[O:17][CH3:18])=[O:9])=[CH:6][N:5]=[C:4](S(CC)(=O)=O)[N:3]=1.[CH3:24][S:25]([N:28]1[CH2:33][CH2:32][CH:31]([NH2:34])[CH2:30][CH2:29]1)(=[O:27])=[O:26], predict the reaction product. The product is: [NH2:1][C:2]1[C:7]([C:8]([C:10]2[CH:15]=[C:14]([Cl:16])[CH:13]=[CH:12][C:11]=2[O:17][CH3:18])=[O:9])=[CH:6][N:5]=[C:4]([NH:34][CH:31]2[CH2:32][CH2:33][N:28]([S:25]([CH3:24])(=[O:27])=[O:26])[CH2:29][CH2:30]2)[N:3]=1.